From a dataset of Full USPTO retrosynthesis dataset with 1.9M reactions from patents (1976-2016). Predict the reactants needed to synthesize the given product. (1) Given the product [Br:7][C:8]1[CH:9]=[C:10]([S:14]([NH:1][C:2]([CH3:6])([CH3:5])[CH2:3][OH:4])(=[O:16])=[O:15])[CH:11]=[CH:12][CH:13]=1, predict the reactants needed to synthesize it. The reactants are: [NH2:1][C:2]([CH3:6])([CH3:5])[CH2:3][OH:4].[Br:7][C:8]1[CH:9]=[C:10]([S:14](Cl)(=[O:16])=[O:15])[CH:11]=[CH:12][CH:13]=1. (2) Given the product [Br:31][CH2:17][CH2:16][CH2:15][C:11]1[CH:10]=[C:9]([NH:8][C:5]2[N:4]=[C:3]([NH:19][CH2:20][CH2:21][C:22]3[CH:23]=[C:24]([OH:28])[CH:25]=[CH:26][CH:27]=3)[C:2]([Cl:1])=[CH:7][N:6]=2)[CH:14]=[CH:13][CH:12]=1, predict the reactants needed to synthesize it. The reactants are: [Cl:1][C:2]1[C:3]([NH:19][CH2:20][CH2:21][C:22]2[CH:27]=[CH:26][CH:25]=[C:24]([O:28]C)[CH:23]=2)=[N:4][C:5]([NH:8][C:9]2[CH:10]=[C:11]([CH2:15][CH2:16][CH2:17]O)[CH:12]=[CH:13][CH:14]=2)=[N:6][CH:7]=1.B(Br)(Br)[Br:31].C([O-])([O-])=O.[Na+].[Na+].